From a dataset of NCI-60 drug combinations with 297,098 pairs across 59 cell lines. Regression. Given two drug SMILES strings and cell line genomic features, predict the synergy score measuring deviation from expected non-interaction effect. (1) Drug 1: CC1C(C(CC(O1)OC2CC(CC3=C2C(=C4C(=C3O)C(=O)C5=C(C4=O)C(=CC=C5)OC)O)(C(=O)C)O)N)O.Cl. Drug 2: C(CN)CNCCSP(=O)(O)O. Cell line: K-562. Synergy scores: CSS=12.3, Synergy_ZIP=-6.16, Synergy_Bliss=-2.97, Synergy_Loewe=-28.2, Synergy_HSA=-5.52. (2) Drug 1: C1=CC(=CC=C1C#N)C(C2=CC=C(C=C2)C#N)N3C=NC=N3. Drug 2: C1CC(=O)NC(=O)C1N2C(=O)C3=CC=CC=C3C2=O. Cell line: HCC-2998. Synergy scores: CSS=-0.337, Synergy_ZIP=5.62, Synergy_Bliss=4.06, Synergy_Loewe=0.782, Synergy_HSA=-5.30.